Dataset: Reaction yield outcomes from USPTO patents with 853,638 reactions. Task: Predict the reaction yield, written as a fraction of the theoretical maximum amount of product (1.0 means a 100% yield; for example, 0.34 means a 34% yield). (1) The reactants are [NH2:1][C:2]1[CH:3]=[C:4]([NH:8][C:9]2[C:10](=[O:17])[N:11]([CH3:16])[CH:12]=[C:13](Br)[N:14]=2)[CH:5]=[CH:6][CH:7]=1.[C:18]([O:21][CH2:22][C:23]1[C:24]([N:32]2[CH2:43][CH2:42][N:41]3[C:34](=[CH:35][C:36]4[CH2:37][C:38]([CH3:45])([CH3:44])[CH2:39][C:40]=43)[C:33]2=[O:46])=[N:25][CH:26]=[CH:27][C:28]=1B(O)O)(=[O:20])[CH3:19].C([O-])(=O)C.[K+].[O-]P([O-])([O-])=O.[K+].[K+].[K+]. The catalyst is O.C1C=CC(P(C2C=CC=CC=2)[C-]2C=CC=C2)=CC=1.C1C=CC(P(C2C=CC=CC=2)[C-]2C=CC=C2)=CC=1.Cl[Pd]Cl.[Fe+2].C(#N)C. The product is [C:18]([O:21][CH2:22][C:23]1[C:24]([N:32]2[CH2:43][CH2:42][N:41]3[C:34](=[CH:35][C:36]4[CH2:37][C:38]([CH3:45])([CH3:44])[CH2:39][C:40]=43)[C:33]2=[O:46])=[N:25][CH:26]=[CH:27][C:28]=1[C:13]1[N:14]=[C:9]([NH:8][C:4]2[CH:5]=[CH:6][CH:7]=[C:2]([NH2:1])[CH:3]=2)[C:10](=[O:17])[N:11]([CH3:16])[CH:12]=1)(=[O:20])[CH3:19]. The yield is 0.380. (2) The reactants are [Cl-].O[NH3+:3].[C:4](=[O:7])([O-])[OH:5].[Na+].CS(C)=O.[O:13]=[C:14]1[C:19]([CH2:20][C:21]2[CH:26]=[CH:25][C:24]([C:27]3[C:28]([C:33]#[N:34])=[CH:29][CH:30]=[CH:31][CH:32]=3)=[CH:23][CH:22]=2)=[C:18]([CH2:35][CH2:36][CH3:37])[N:17]2[N:38]=[CH:39][CH:40]=[C:16]2[N:15]1[C@H:41]1[CH2:46][CH2:45][C@H:44]([O:47][CH2:48][CH:49]([OH:54])[C:50]([F:53])([F:52])[F:51])[CH2:43][CH2:42]1. The catalyst is C(OCC)(=O)C. The product is [O:7]=[C:4]1[O:5][N:3]=[C:33]([C:28]2[CH:29]=[CH:30][CH:31]=[CH:32][C:27]=2[C:24]2[CH:25]=[CH:26][C:21]([CH2:20][C:19]3[C:14](=[O:13])[N:15]([C@H:41]4[CH2:46][CH2:45][C@H:44]([O:47][CH2:48][CH:49]([OH:54])[C:50]([F:53])([F:52])[F:51])[CH2:43][CH2:42]4)[C:16]4[N:17]([N:38]=[CH:39][CH:40]=4)[C:18]=3[CH2:35][CH2:36][CH3:37])=[CH:22][CH:23]=2)[NH:34]1. The yield is 0.720. (3) The reactants are [C:1]1([CH2:7][C:8](Cl)=[O:9])[CH:6]=[CH:5][CH:4]=[CH:3][CH:2]=1.[Cl:11][C:12]([Cl:21])([Cl:20])[C:13]([C:15]1[NH:16][CH:17]=[CH:18][CH:19]=1)=[O:14].[Cl-].[Cl-].[Cl-].[Al+3]. The catalyst is ClCCl. The product is [Cl:21][C:12]([Cl:11])([Cl:20])[C:13]([C:15]1[NH:16][CH:17]=[C:18]([C:8](=[O:9])[CH2:7][C:1]2[CH:6]=[CH:5][CH:4]=[CH:3][CH:2]=2)[CH:19]=1)=[O:14]. The yield is 0.600.